Dataset: Forward reaction prediction with 1.9M reactions from USPTO patents (1976-2016). Task: Predict the product of the given reaction. (1) Given the reactants [OH:1][C:2]1[C:3](=[O:29])[C:4]([C:18]2[N:22]([C:23]3[CH:28]=[CH:27][CH:26]=[CH:25][CH:24]=3)[N:21]=[CH:20][CH:19]=2)=[N:5][N:6]([C:8]2[CH:13]=[CH:12][CH:11]=[C:10]([C:14]([F:17])([F:16])[F:15])[CH:9]=2)[CH:7]=1.I[CH2:31][CH3:32].C([O-])([O-])=O.[K+].[K+].O, predict the reaction product. The product is: [CH2:31]([O:1][C:2]1[C:3](=[O:29])[C:4]([C:18]2[N:22]([C:23]3[CH:24]=[CH:25][CH:26]=[CH:27][CH:28]=3)[N:21]=[CH:20][CH:19]=2)=[N:5][N:6]([C:8]2[CH:13]=[CH:12][CH:11]=[C:10]([C:14]([F:16])([F:15])[F:17])[CH:9]=2)[CH:7]=1)[CH3:32]. (2) Given the reactants C1C(=O)N([Br:8])C(=O)C1.[CH3:9][O:10][C:11]1[CH:12]=[CH:13][CH:14]=[C:15]2[C:20]=1[N:19]=[CH:18][N:17]=[CH:16]2.C(=O)([O-])O.[Na+], predict the reaction product. The product is: [Br:8][C:14]1[CH:13]=[CH:12][C:11]([O:10][CH3:9])=[C:20]2[C:15]=1[CH:16]=[N:17][CH:18]=[N:19]2. (3) The product is: [F:37][C:21]1([CH2:20][CH2:19][OH:18])[CH2:26][CH2:25][N:24]([C:27]2[CH:36]=[CH:35][C:34]3[C:29](=[CH:30][CH:31]=[CH:32][CH:33]=3)[N:28]=2)[CH2:23][CH2:22]1. Given the reactants [Si]([O:18][CH2:19][CH2:20][C:21]1([F:37])[CH2:26][CH2:25][N:24]([C:27]2[CH:36]=[CH:35][C:34]3[C:29](=[CH:30][CH:31]=[CH:32][CH:33]=3)[N:28]=2)[CH2:23][CH2:22]1)(C(C)(C)C)(C1C=CC=CC=1)C1C=CC=CC=1, predict the reaction product. (4) Given the reactants [Cl:1][C:2]1[CH:3]=[C:4]([C@@H:8]2[C@@H:13]([C:14]3[CH:19]=[CH:18][C:17]([Cl:20])=[CH:16][CH:15]=3)[N:12]([C@@H:21]([CH:24]3[CH2:26][CH2:25]3)[CH2:22]O)[C:11](=[O:27])[C@:10]([CH2:29][C:30]([O:32]C)=[O:31])([CH3:28])[CH2:9]2)[CH:5]=[CH:6][CH:7]=1.S1C=CC=C1S(N)(=O)=O.[Cl:43][C:44]1[S:48][C:47]([S:49]([NH2:52])(=[O:51])=[O:50])=[CH:46][CH:45]=1, predict the reaction product. The product is: [Cl:1][C:2]1[CH:3]=[C:4]([C@@H:8]2[C@@H:13]([C:14]3[CH:19]=[CH:18][C:17]([Cl:20])=[CH:16][CH:15]=3)[N:12]([C@@H:21]([CH:24]3[CH2:26][CH2:25]3)[CH2:22][NH:52][S:49]([C:47]3[S:48][C:44]([Cl:43])=[CH:45][CH:46]=3)(=[O:51])=[O:50])[C:11](=[O:27])[C@:10]([CH2:29][C:30]([OH:32])=[O:31])([CH3:28])[CH2:9]2)[CH:5]=[CH:6][CH:7]=1. (5) Given the reactants C(OC([N:8]1[CH2:13][CH2:12][C:11]([NH:25]C(OC(C)(C)C)=O)([C:14](=[O:24])[NH:15][CH2:16][C:17]2[CH:18]=[N:19][C:20]([Cl:23])=[CH:21][CH:22]=2)[CH2:10][CH2:9]1)=O)(C)(C)C, predict the reaction product. The product is: [Cl:23][C:20]1[N:19]=[CH:18][C:17]([CH2:16][NH:15][C:14]([C:11]2([NH2:25])[CH2:12][CH2:13][NH:8][CH2:9][CH2:10]2)=[O:24])=[CH:22][CH:21]=1. (6) Given the reactants Br[C:2]1[C:10]2[N:9]3[CH2:11][CH2:12][CH2:13][NH:14][C:15](=[O:16])[C:8]3=[CH:7][C:6]=2[CH:5]=[C:4]([CH3:17])[CH:3]=1.[Cl:18][C:19]1[CH:24]=[CH:23][C:22](B(O)O)=[CH:21][CH:20]=1, predict the reaction product. The product is: [Cl:18][C:19]1[CH:24]=[CH:23][C:22]([C:2]2[C:10]3[N:9]4[CH2:11][CH2:12][CH2:13][NH:14][C:15](=[O:16])[C:8]4=[CH:7][C:6]=3[CH:5]=[C:4]([CH3:17])[CH:3]=2)=[CH:21][CH:20]=1. (7) Given the reactants [Li]CCCC.CCCCCC.Br[C:13]1[CH:18]=[CH:17][C:16]([O:19][CH2:20][C:21]2[CH:26]=[CH:25][CH:24]=[CH:23][CH:22]=2)=[CH:15][C:14]=1[CH2:27][CH3:28].CN(C)[CH:31]=[O:32].[NH4+].[Cl-], predict the reaction product. The product is: [CH2:20]([O:19][C:16]1[CH:17]=[CH:18][C:13]([CH:31]=[O:32])=[C:14]([CH2:27][CH3:28])[CH:15]=1)[C:21]1[CH:26]=[CH:25][CH:24]=[CH:23][CH:22]=1.